Task: Predict the reactants needed to synthesize the given product.. Dataset: Retrosynthesis with 50K atom-mapped reactions and 10 reaction types from USPTO (1) Given the product CC(C)(C)OC(=O)N(CCO)CC(O)Cc1ccccc1, predict the reactants needed to synthesize it. The reactants are: CC(C)(C)OC(=O)OC(=O)OC(C)(C)C.OCCNCC(O)Cc1ccccc1. (2) Given the product CCN1CC(C)(C)OC(=O)C1C(C)(C)C(=O)Nc1ccc(C(C)C)cc1, predict the reactants needed to synthesize it. The reactants are: CC(C)c1ccc(N)cc1.CCN1CC(C)(C)OC(=O)C1C(C)(C)C(=O)O. (3) Given the product O=C1Cc2cc(-c3ccccc3)ccc2N1, predict the reactants needed to synthesize it. The reactants are: O=C1Cc2cc(Br)ccc2N1.OB(O)c1ccccc1. (4) Given the product CC(=O)c1ccc(NCc2c(O)ccc3c2CCCO3)cc1, predict the reactants needed to synthesize it. The reactants are: CC(=O)c1ccc(N)cc1.O=Cc1c(O)ccc2c1CCCO2. (5) Given the product COc1ccc2cc(Nc3cc(C)[nH]n3)nc(-c3ccccc3F)c2c1, predict the reactants needed to synthesize it. The reactants are: COc1ccc2cc(Nc3cc(C)[nH]n3)nc(Cl)c2c1.OB(O)c1ccccc1F. (6) Given the product COC(=O)C(C)(C)c1ccc(CN)cc1, predict the reactants needed to synthesize it. The reactants are: COC(=O)C(C)(C)c1ccc(CN=[N+]=[N-])cc1.